Dataset: Full USPTO retrosynthesis dataset with 1.9M reactions from patents (1976-2016). Task: Predict the reactants needed to synthesize the given product. (1) Given the product [CH3:14][N:15]([CH3:17])/[CH:16]=[CH:1]/[C:2]1[N:7]=[C:6](/[N:8]=[CH:14]/[N:15]([CH3:17])[CH3:16])[CH:5]=[CH:4][C:3]=1[N+:9]([O-:11])=[O:10], predict the reactants needed to synthesize it. The reactants are: [CH3:1][C:2]1[N:7]=[C:6]([NH2:8])[CH:5]=[CH:4][C:3]=1[N+:9]([O-:11])=[O:10].CO[CH:14](OC)[N:15]([CH3:17])[CH3:16]. (2) The reactants are: FC(F)(F)S(OS(C(F)(F)F)(=O)=O)(=O)=O.C1(P(=O)(C2C=CC=CC=2)C2C=CC=CC=2)C=CC=CC=1.[CH:36]1([C:39]2[C:40]([O:55][CH2:56][C:57]([F:60])([F:59])[F:58])=[CH:41][C:42]([C:45]([NH:47][NH:48][C:49](=O)[C:50]([CH3:53])([CH3:52])[CH3:51])=[O:46])=[N:43][CH:44]=2)[CH2:38][CH2:37]1.C([O-])(O)=O.[Na+]. Given the product [C:50]([C:49]1[O:46][C:45]([C:42]2[CH:41]=[C:40]([O:55][CH2:56][C:57]([F:59])([F:58])[F:60])[C:39]([CH:36]3[CH2:38][CH2:37]3)=[CH:44][N:43]=2)=[N:47][N:48]=1)([CH3:52])([CH3:53])[CH3:51], predict the reactants needed to synthesize it. (3) The reactants are: Cl.[CH:2]([N:5]1[C:14]2[C:9](=[C:10]([CH3:15])[CH:11]=[CH:12][CH:13]=2)[CH:8]=[C:7]([C:16]([NH:18][CH2:19][CH:20]2[CH2:25][CH2:24][NH:23][CH2:22][CH2:21]2)=[O:17])[C:6]1=[O:26])([CH3:4])[CH3:3].Br[CH:28]([CH3:36])[C:29]([O:31][C:32]([CH3:35])([CH3:34])[CH3:33])=[O:30].C(N(CC)CC)C.C(=O)([O-])O.[Na+]. Given the product [CH:2]([N:5]1[C:14]2[C:9](=[C:10]([CH3:15])[CH:11]=[CH:12][CH:13]=2)[CH:8]=[C:7]([C:16]([NH:18][CH2:19][CH:20]2[CH2:25][CH2:24][N:23]([CH:28]([CH3:36])[C:29]([O:31][C:32]([CH3:35])([CH3:34])[CH3:33])=[O:30])[CH2:22][CH2:21]2)=[O:17])[C:6]1=[O:26])([CH3:4])[CH3:3], predict the reactants needed to synthesize it. (4) Given the product [NH2:12][C:13]1[CH:20]=[CH:19][CH:18]=[C:17]([O:11][CH2:10][CH2:9][CH2:8][O:1][C:2]2[CH:7]=[CH:6][CH:5]=[CH:4][CH:3]=2)[C:14]=1[C:15]#[N:16], predict the reactants needed to synthesize it. The reactants are: [O:1]([CH2:8][CH2:9][CH2:10][OH:11])[C:2]1[CH:7]=[CH:6][CH:5]=[CH:4][CH:3]=1.[NH2:12][C:13]1[CH:20]=[CH:19][CH:18]=[C:17](F)[C:14]=1[C:15]#[N:16]. (5) Given the product [CH:1]1([C:7]2[C:15]3[C:10](=[CH:11][C:12]([C:16]([O:18][CH3:19])=[O:17])=[CH:13][CH:14]=3)[N:9]([CH3:20])[C:8]=2[C:21]2[CH:31]=[CH:30][CH:29]=[CH:75][C:76]=2[O:77][CH2:78][C:74]([N:33]([CH3:32])[CH2:34][CH2:35][O:36][CH2:37][CH2:38][NH:39][CH3:40])=[O:57])[CH2:6][CH2:5][CH2:4][CH2:3][CH2:2]1, predict the reactants needed to synthesize it. The reactants are: [CH:1]1([C:7]2[C:15]3[C:10](=[CH:11][C:12]([C:16]([O:18][CH3:19])=[O:17])=[CH:13][CH:14]=3)[N:9]([CH3:20])[C:8]=2[C:21]2[CH:31]=[CH:30][CH:29]=CC=2OCC(O)=O)[CH2:6][CH2:5][CH2:4][CH2:3][CH2:2]1.[CH3:32][NH:33][CH2:34][CH2:35][O:36][CH2:37][CH2:38][NH:39][CH3:40].C(N(C(C)C)CC)(C)C.CN(C([O:57]N1N=NC2C=CC=NC1=2)=[N+](C)C)C.F[P-](F)(F)(F)(F)F.[CH2:74]1[CH2:78][O:77][CH2:76][CH2:75]1. (6) Given the product [OH:1][CH:2]([C:6]1[CH:7]=[CH:8][C:9]([C:12]2[N:16]=[C:15]([C:17]3[O:21][N:20]=[C:19]([C:22]4[CH:23]=[CH:24][CH:25]=[CH:26][CH:27]=4)[C:18]=3[C:28]([F:31])([F:30])[F:29])[O:14][N:13]=2)=[CH:10][CH:11]=1)[C:3]([NH:39][CH2:40][C:41]([O:43][C:44]([CH3:47])([CH3:46])[CH3:45])=[O:42])=[O:4], predict the reactants needed to synthesize it. The reactants are: [OH:1][CH:2]([C:6]1[CH:11]=[CH:10][C:9]([C:12]2[N:16]=[C:15]([C:17]3[O:21][N:20]=[C:19]([C:22]4[CH:27]=[CH:26][CH:25]=[CH:24][CH:23]=4)[C:18]=3[C:28]([F:31])([F:30])[F:29])[O:14][N:13]=2)=[CH:8][CH:7]=1)[C:3](O)=[O:4].CN1CCOCC1.[NH2:39][CH2:40][C:41]([O:43][C:44]([CH3:47])([CH3:46])[CH3:45])=[O:42].CN(C(ON1N=NC2C=CC=NC1=2)=[N+](C)C)C.F[P-](F)(F)(F)(F)F. (7) Given the product [Br:9][C:10]1[CH:11]=[C:12]([F:19])[C:13]([CH2:17][N:1]2[CH2:5][CH2:4][CH2:3][C:2]2=[O:6])=[C:14]([F:16])[CH:15]=1, predict the reactants needed to synthesize it. The reactants are: [NH:1]1[CH2:5][CH2:4][CH2:3][C:2]1=[O:6].[H-].[Na+].[Br:9][C:10]1[CH:11]=[C:12]([F:19])[C:13]([CH2:17]Br)=[C:14]([F:16])[CH:15]=1. (8) Given the product [NH2:13][C:10]1[S:11][C:12]2[C:4]([CH:1]([CH3:2])[CH3:3])=[C:5]([SH:15])[CH:6]=[C:7]([CH3:14])[C:8]=2[N:9]=1, predict the reactants needed to synthesize it. The reactants are: [CH:1]([C:4]1[C:12]2[S:11][C:10]([NH2:13])=[N:9][C:8]=2[C:7]([CH3:14])=[CH:6][C:5]=1[S:15]C#N)([CH3:3])[CH3:2].SC[C@H]([C@@H](CS)O)O.P([O-])([O-])([O-])=O. (9) Given the product [C:13]1([C:35]2[CH:36]=[CH:37][CH:38]=[CH:39][CH:40]=2)[CH:14]=[CH:15][C:16]([CH2:19][C@@H:20]([NH:24][C:23]([O:34][C:42]([CH3:47])([CH3:43])[CH3:41])=[O:59])[CH2:21][C:22](=[CH2:1])[C:50]([OH:58])=[O:51])=[CH:17][CH:18]=1, predict the reactants needed to synthesize it. The reactants are: [CH2:1]([Li])CCC.C(NC(C)C)(C)C.[C:13]1([C:35]2[CH:40]=[CH:39][CH:38]=[CH:37][CH:36]=2)[CH:18]=[CH:17][C:16]([CH2:19][C@H:20]2[N:24](CC3C=CC(OC)=CC=3)[C:23](=[O:34])[CH2:22][CH2:21]2)=[CH:15][CH:14]=1.[C:41](Cl)(=O)[C:42]1[CH:47]=CC=C[CH:43]=1.[CH2:50]=[O:51].C([O-])([O-])=O.[K+].[K+].[OH2:58].[OH-:59].[Li+].P(=O)(O)(O)O. (10) Given the product [NH2:1][C:2]1[C:7]([C:8]([C:10]2[CH:15]=[C:14]([F:16])[CH:13]=[CH:12][C:11]=2[O:17][CH3:18])=[O:9])=[CH:6][N:5]=[C:4]([NH:28][CH:25]2[CH2:26][CH2:27][O:22][CH2:23][CH2:24]2)[N:3]=1, predict the reactants needed to synthesize it. The reactants are: [NH2:1][C:2]1[C:7]([C:8]([C:10]2[CH:15]=[C:14]([F:16])[CH:13]=[CH:12][C:11]=2[O:17][CH3:18])=[O:9])=[CH:6][N:5]=[C:4](S(C)=O)[N:3]=1.[O:22]1[CH2:27][CH2:26][CH:25]([NH2:28])[CH2:24][CH2:23]1.O.